This data is from Forward reaction prediction with 1.9M reactions from USPTO patents (1976-2016). The task is: Predict the product of the given reaction. (1) Given the reactants [NH2:1][C:2]1[N:7]2[N:8]=[C:9]([C:11]3[O:12][CH:13]=[CH:14][CH:15]=3)[N:10]=[C:6]2[CH:5]=[C:4]([C:16]2[CH2:17][CH2:18][N:19]([CH2:22][C:23](OCC)=[O:24])[CH2:20][CH:21]=2)[N:3]=1.CCCCCC.[H-].C([Al+]C(C)C)(C)C.[C@H](O)(C([O-])=O)[C@@H](O)C([O-])=O.[Na+].[K+].[BH4-].[Na+], predict the reaction product. The product is: [NH2:1][C:2]1[N:7]2[N:8]=[C:9]([C:11]3[O:12][CH:13]=[CH:14][CH:15]=3)[N:10]=[C:6]2[CH:5]=[C:4]([C:16]2[CH2:17][CH2:18][N:19]([CH2:22][CH2:23][OH:24])[CH2:20][CH:21]=2)[N:3]=1. (2) Given the reactants C(O[C:5](=[O:16])[NH:6][C:7]1[CH:8]([O:13][CH2:14][CH3:15])[O:9][C:10](=[O:12])[CH:11]=1)C=C.C([SiH2][O:22][C:23](C)(C)[C:24]1[CH2:30][N:29]([CH2:31]C(O)=O)[C:28](=[O:35])[CH:27]([NH:36][C:37]([C:39]2[C:48]3[C:43](=[CH:44][CH:45]=[CH:46][CH:47]=3)[CH:42]=[CH:41][N:40]=2)=[O:38])[CH2:26][CH:25]=1)(C)(C)C.C1C=CC2N(O)N=NC=2C=1.CCN=C=NCCCN(C)C.Cl, predict the reaction product. The product is: [OH:22][CH2:23][C:24]1[CH2:30][N:29]([CH2:31][C:5](=[O:16])[NH:6][CH:7]2[CH2:11][C:10](=[O:12])[O:9][CH:8]2[O:13][CH2:14][CH3:15])[C:28](=[O:35])[CH:27]([NH:36][C:37]([C:39]2[C:48]3[C:43](=[CH:44][CH:45]=[CH:46][CH:47]=3)[CH:42]=[CH:41][N:40]=2)=[O:38])[CH2:26][CH:25]=1.